This data is from Catalyst prediction with 721,799 reactions and 888 catalyst types from USPTO. The task is: Predict which catalyst facilitates the given reaction. (1) Reactant: [Cl:1]N1C(=O)CCC1=O.Br[C:10]1[C:18]2[C:17]([O:19][CH3:20])=[N:16][C:15]([NH:21]C=O)=[N:14][C:13]=2[N:12]([C@@H:24]2[O:34][C@H:33]([CH2:35][O:36][C:37](=[O:41])[CH:38]([CH3:40])[CH3:39])[C@@H:26]([O:27][C:28](=[O:32])[CH:29]([CH3:31])[CH3:30])[CH2:25]2)[CH:11]=1. Product: [Cl:1][C:10]1[C:18]2[C:17]([O:19][CH3:20])=[N:16][C:15]([NH2:21])=[N:14][C:13]=2[N:12]([C@@H:24]2[O:34][C@H:33]([CH2:35][O:36][C:37](=[O:41])[CH:38]([CH3:40])[CH3:39])[C@@H:26]([O:27][C:28](=[O:32])[CH:29]([CH3:31])[CH3:30])[CH2:25]2)[CH:11]=1. The catalyst class is: 444. (2) Reactant: Cl.[CH3:2][O:3][C:4]1[CH:9]=[CH:8][CH:7]=[CH:6][C:5]=1[N:10]1[CH2:15][CH2:14][NH:13][CH2:12][CH2:11]1.Br[CH:17]([CH3:24])[CH2:18][C:19]([O:21][CH2:22][CH3:23])=[O:20].C(=O)([O-])[O-].[K+].[K+].[I-].[K+]. Product: [CH3:2][O:3][C:4]1[CH:9]=[CH:8][CH:7]=[CH:6][C:5]=1[N:10]1[CH2:15][CH2:14][N:13]([CH:17]([CH3:24])[CH2:18][C:19]([O:21][CH2:22][CH3:23])=[O:20])[CH2:12][CH2:11]1. The catalyst class is: 47. (3) Reactant: [CH:1]12[CH2:7][CH:4]([CH2:5][CH2:6]1)[CH:3]=[CH:2]2.[C:8]([O:12][CH3:13])(=[O:11])[CH:9]=[CH2:10].C(OOC(C)(C)C)(C)(C)C.CC[Al](Cl)CC.CC[Al](Cl)Cl.Cl.CO. Product: [CH:1]12[CH2:7][CH:4]([CH2:5][CH2:6]1)[CH:3]=[CH:2]2.[C:8]([O:12][CH3:13])(=[O:11])[CH:9]=[CH2:10]. The catalyst class is: 11. (4) Reactant: S(O)(O)(=O)=O.[CH2:6]([O:8][C:9]([C@@:11]1([NH2:16])[CH2:13][C@H:12]1[CH:14]=[CH2:15])=[O:10])[CH3:7].[NH2:16][C@:11]1([C:9]([O:8][CH2:6][CH3:7])=[O:10])[CH2:13][C@H:12]1[CH:14]=[CH2:15].[OH-].[Na+].[Cl:30][C:31]1[CH:39]=[CH:38][C:34]([C:35]([OH:37])=[O:36])=[CH:33][CH:32]=1. Product: [Cl:30][C:31]1[CH:39]=[CH:38][C:34]([C:35]([OH:37])=[O:36])=[CH:33][CH:32]=1.[CH2:6]([O:8][C:9]([C@@:11]1([NH2:16])[CH2:13][C@H:12]1[CH:14]=[CH2:15])=[O:10])[CH3:7]. The catalyst class is: 6. (5) Reactant: [OH:1][CH:2]1[CH2:7][CH2:6][CH:5]([C:8]([O:10][CH2:11][CH3:12])=[O:9])[CH2:4][CH2:3]1.[H-].[Na+].F[C:16]1[CH:21]=[CH:20][C:19]([N+:22]([O-:24])=[O:23])=[CH:18][CH:17]=1.CCCC(C)C. Product: [N+:22]([C:19]1[CH:20]=[CH:21][C:16]([O:1][CH:2]2[CH2:3][CH2:4][CH:5]([C:8]([O:10][CH2:11][CH3:12])=[O:9])[CH2:6][CH2:7]2)=[CH:17][CH:18]=1)([O-:24])=[O:23]. The catalyst class is: 173. (6) Reactant: [F:1][C:2]([F:29])([F:28])[O:3][C:4]1[CH:9]=[CH:8][C:7]([NH:10][C:11](=[O:27])[C:12]2[CH:17]=[C:16]([N+:18]([O-:20])=[O:19])[C:15]([NH:21][CH2:22][CH:23]([F:25])[F:24])=[CH:14][C:13]=2Cl)=[CH:6][CH:5]=1.[F:30][C@@H:31]1[CH2:35][CH2:34][NH:33][CH2:32]1.Cl.CCN(C(C)C)C(C)C. Product: [F:1][C:2]([F:29])([F:28])[O:3][C:4]1[CH:9]=[CH:8][C:7]([NH:10][C:11](=[O:27])[C:12]2[CH:17]=[C:16]([N+:18]([O-:20])=[O:19])[C:15]([NH:21][CH2:22][CH:23]([F:25])[F:24])=[CH:14][C:13]=2[N:33]2[CH2:34][CH2:35][C@@H:31]([F:30])[CH2:32]2)=[CH:6][CH:5]=1. The catalyst class is: 23.